This data is from Reaction yield outcomes from USPTO patents with 853,638 reactions. The task is: Predict the reaction yield, written as a fraction of the theoretical maximum amount of product (1.0 means a 100% yield; for example, 0.34 means a 34% yield). The reactants are [NH2:1][N:2]1[C:11](=[O:12])[C:10]2[C:5](=[CH:6][CH:7]=[CH:8][CH:9]=2)[N:4]=[CH:3]1.[C:13]12([CH2:23][C:24](Cl)=[O:25])[CH2:22][CH:17]3[CH2:18][CH:19]([CH2:21][CH:15]([CH2:16]3)[CH2:14]1)[CH2:20]2.N1C=CC=CC=1. The catalyst is C(Cl)(Cl)Cl. The product is [C:13]12([CH2:23][C:24]([NH:1][N:2]3[C:11](=[O:12])[C:10]4[C:5](=[CH:6][CH:7]=[CH:8][CH:9]=4)[N:4]=[CH:3]3)=[O:25])[CH2:20][CH:19]3[CH2:18][CH:17]([CH2:16][CH:15]([CH2:21]3)[CH2:14]1)[CH2:22]2. The yield is 0.820.